Task: Predict the reaction yield, written as a fraction of the theoretical maximum amount of product (1.0 means a 100% yield; for example, 0.34 means a 34% yield).. Dataset: Reaction yield outcomes from USPTO patents with 853,638 reactions (1) The yield is 0.105. The reactants are [NH:1]1[C:5]([N:6]([C:15]([O:17]CC(Cl)(Cl)Cl)=O)C(OCC(Cl)(Cl)Cl)=O)=[CH:4][CH:3]=[N:2]1.[C:23]1([C:29]2[N:33]=[C:32]([N:34]3[CH2:39][CH2:38][NH:37][CH2:36][CH2:35]3)[S:31][N:30]=2)[CH:28]=[CH:27][CH:26]=[CH:25][CH:24]=1.C(N(C(C)C)CC)(C)C.O. The catalyst is CS(C)=O. The product is [C:23]1([C:29]2[N:33]=[C:32]([N:34]3[CH2:39][CH2:38][N:37]([C:15]([NH:6][C:5]4[CH:4]=[CH:3][NH:2][N:1]=4)=[O:17])[CH2:36][CH2:35]3)[S:31][N:30]=2)[CH:24]=[CH:25][CH:26]=[CH:27][CH:28]=1. (2) The reactants are [CH3:1][CH:2]([CH2:4][CH2:5][CH2:6][C@H:7]([C@@H:9]1[C@:27]2([CH3:28])[C@H:12]([C@H:13]3[C@H:24]([CH2:25][CH2:26]2)[C@:22]2([CH3:23])[C:16]([CH2:17][C@H:18]([CH2:20][CH2:21]2)[OH:19])=[CH:15][CH2:14]3)[CH2:11][CH2:10]1)[CH3:8])[CH3:3].[C:29]1(=[O:35])[O:34][C:32](=[O:33])[CH2:31][CH2:30]1.Cl. The catalyst is O1CCOCC1.CN(C)C1C=CN=CC=1. The product is [C:29]([OH:34])(=[O:35])[CH2:30][CH2:31][C:32]([OH:19])=[O:33].[CH3:3][CH:2]([CH2:4][CH2:5][CH2:6][C@H:7]([C@@H:9]1[C@:27]2([CH3:28])[C@H:12]([C@H:13]3[C@H:24]([CH2:25][CH2:26]2)[C@:22]2([CH3:23])[C:16]([CH2:17][C@H:18]([CH2:20][CH2:21]2)[OH:19])=[CH:15][CH2:14]3)[CH2:11][CH2:10]1)[CH3:8])[CH3:1]. The yield is 0.950. (3) The reactants are [OH:1][C@H:2]1[CH2:6][CH2:5][N:4]([C:7]([O:9][C:10]([CH3:13])([CH3:12])[CH3:11])=[O:8])[CH2:3]1.C(N(C(C)C)C(C)C)C.[CH3:23][S:24](Cl)(=[O:26])=[O:25]. The catalyst is ClCCl. The product is [CH3:23][S:24]([O:1][C@H:2]1[CH2:6][CH2:5][N:4]([C:7]([O:9][C:10]([CH3:13])([CH3:12])[CH3:11])=[O:8])[CH2:3]1)(=[O:26])=[O:25]. The yield is 0.790. (4) The reactants are [CH2:1]([O:3][C:4]([C:6]1[CH:7]=[N:8][N:9]2[C:14]([CH:15]3[CH2:20][CH2:19][CH2:18][CH2:17][CH2:16]3)=[C:13]([C:21]3[CH:26]=[CH:25][C:24](I)=[CH:23][CH:22]=3)[CH:12]=[N:11][C:10]=12)=[O:5])[CH3:2].B1([CH2:37][C:38]2[CH:43]=[CH:42][CH:41]=[CH:40][CH:39]=2)C2CCCC1CCC2.[OH-].[Na+]. The catalyst is [Pd].O1CCCC1.C(OCC)(=O)C. The product is [CH2:1]([O:3][C:4]([C:6]1[CH:7]=[N:8][N:9]2[C:14]([CH:15]3[CH2:20][CH2:19][CH2:18][CH2:17][CH2:16]3)=[C:13]([C:21]3[CH:26]=[CH:25][C:24]([CH2:37][C:38]4[CH:43]=[CH:42][CH:41]=[CH:40][CH:39]=4)=[CH:23][CH:22]=3)[CH:12]=[N:11][C:10]=12)=[O:5])[CH3:2]. The yield is 0.680. (5) The reactants are [C:1]([N:5]1[CH:9]=[C:8]([NH:10][C:11]([NH:13][C:14]2[CH:19]=[C:18]([C:20]3[C:31](=[O:32])[N:30]([CH3:33])[C:23]4[N:24]=[C:25](SC)[N:26]=[CH:27][C:22]=4[CH:21]=3)[C:17]([F:34])=[CH:16][C:15]=2[F:35])=[O:12])[CH:7]=[N:6]1)([CH3:4])([CH3:3])[CH3:2].[CH3:36][NH2:37].C1COCC1. No catalyst specified. The product is [C:1]([N:5]1[CH:9]=[C:8]([NH:10][C:11]([NH:13][C:14]2[CH:19]=[C:18]([C:20]3[C:31](=[O:32])[N:30]([CH3:33])[C:23]4[N:24]=[C:25]([NH:37][CH3:36])[N:26]=[CH:27][C:22]=4[CH:21]=3)[C:17]([F:34])=[CH:16][C:15]=2[F:35])=[O:12])[CH:7]=[N:6]1)([CH3:4])([CH3:3])[CH3:2]. The yield is 0.360. (6) The reactants are [Br:1][C:2]1[O:13][C:5]2[N:6]=[C:7]([S:11][CH3:12])[NH:8][C:9](=[O:10])[C:4]=2[C:3]=1[C:14]1[CH:19]=[CH:18][CH:17]=[CH:16][CH:15]=1.[F:20][C:21]([F:25])([F:24])[CH2:22]O.C1C=CC(P(C2C=CC=CC=2)C2C=CC=CC=2)=CC=1.CCOC(/N=N/C(OCC)=O)=O. The catalyst is CN(C=O)C.CCOC(C)=O.[Cl-].[Na+].O. The product is [Br:1][C:2]1[O:13][C:5]2[N:6]=[C:7]([S:11][CH3:12])[N:8]([CH2:22][C:21]([F:25])([F:24])[F:20])[C:9](=[O:10])[C:4]=2[C:3]=1[C:14]1[CH:15]=[CH:16][CH:17]=[CH:18][CH:19]=1. The yield is 0.0400. (7) The reactants are [OH-].[Na+].[Br:3][C:4]1[CH:9]=[CH:8][C:7]([N:10]2[C:21]3[C:13](=[C:14]4[N:18]([C:19](=[O:23])[C:20]=3[F:22])[CH2:17][CH2:16][CH2:15]4)[N:12]([S:24]([CH:27]3[CH2:29][CH2:28]3)(=[O:26])=[O:25])C2=O)=[C:6]([F:31])[CH:5]=1. No catalyst specified. The product is [Br:3][C:4]1[CH:9]=[CH:8][C:7]([NH:10][C:21]2[C:13]([NH:12][S:24]([CH:27]3[CH2:29][CH2:28]3)(=[O:25])=[O:26])=[C:14]3[N:18]([CH2:17][CH2:16][CH2:15]3)[C:19](=[O:23])[C:20]=2[F:22])=[C:6]([F:31])[CH:5]=1. The yield is 0.0850.